This data is from Catalyst prediction with 721,799 reactions and 888 catalyst types from USPTO. The task is: Predict which catalyst facilitates the given reaction. (1) Reactant: Br[CH2:2][CH2:3][C:4]([O:6][CH2:7][CH3:8])=[O:5].[F:9][C:10]([F:19])([F:18])[C:11]1[CH:12]=[C:13]([NH2:17])[CH:14]=[CH:15][CH:16]=1.C([O-])([O-])=O.[K+].[K+]. Product: [F:9][C:10]([F:18])([F:19])[C:11]1[CH:12]=[C:13]([CH:14]=[CH:15][CH:16]=1)[NH:17][CH2:2][CH2:3][C:4]([O:6][CH2:7][CH3:8])=[O:5]. The catalyst class is: 3. (2) Reactant: [C:1]([NH:5][S:6]([C:9]1[C:18]2[C:13](=[CH:14][CH:15]=[CH:16][CH:17]=2)[C:12]([C:19]2[N:20]=[C:21]([C:31]([O:33]CC)=[O:32])[O:22][C:23]=2[CH2:24][CH:25]2[CH2:30][CH2:29][CH2:28][CH2:27][CH2:26]2)=[CH:11][CH:10]=1)(=[O:8])=[O:7])([CH3:4])([CH3:3])[CH3:2].[OH-].[K+:37]. Product: [C:1]([NH:5][S:6]([C:9]1[C:18]2[C:13](=[CH:14][CH:15]=[CH:16][CH:17]=2)[C:12]([C:19]2[N:20]=[C:21]([C:31]([O-:33])=[O:32])[O:22][C:23]=2[CH2:24][CH:25]2[CH2:30][CH2:29][CH2:28][CH2:27][CH2:26]2)=[CH:11][CH:10]=1)(=[O:7])=[O:8])([CH3:4])([CH3:2])[CH3:3].[K+:37]. The catalyst class is: 24. (3) Reactant: [NH3:1].CO.C([O:6][C:7]([C:9]1[CH:14]=[C:13]([Cl:15])[CH:12]=[C:11]([C:16]2[CH:21]=[CH:20][CH:19]=[C:18]([O:22][C:23]3[CH:28]=[CH:27][C:26]([F:29])=[CH:25][CH:24]=3)[CH:17]=2)[N:10]=1)=O)C. Product: [Cl:15][C:13]1[CH:12]=[C:11]([C:16]2[CH:21]=[CH:20][CH:19]=[C:18]([O:22][C:23]3[CH:28]=[CH:27][C:26]([F:29])=[CH:25][CH:24]=3)[CH:17]=2)[N:10]=[C:9]([C:7]([NH2:1])=[O:6])[CH:14]=1. The catalyst class is: 5. (4) Reactant: [CH2:1]([C:3]1[C:11]2[C:6](=[CH:7][CH:8]=[CH:9][C:10]=2[N+:12]([O-])=O)[N:5]([CH2:15][C:16]2[C:17]([O:23][CH3:24])=[N:18][C:19]([CH3:22])=[CH:20][CH:21]=2)[N:4]=1)[CH3:2].[NH4+].[Cl-]. Product: [CH2:1]([C:3]1[C:11]2[C:10]([NH2:12])=[CH:9][CH:8]=[CH:7][C:6]=2[N:5]([CH2:15][C:16]2[C:17]([O:23][CH3:24])=[N:18][C:19]([CH3:22])=[CH:20][CH:21]=2)[N:4]=1)[CH3:2]. The catalyst class is: 314. (5) Reactant: [NH2:1][C:2]1([CH2:15]C(OC)=O)[C:11]2[C:6](=[CH:7][CH:8]=[C:9]([Br:12])[CH:10]=2)[CH2:5][C:4]([CH3:14])([CH3:13])[CH2:3]1.C(N=C=N[CH2:25][CH2:26][CH2:27]N(C)C)C.CNC([NH:35][C:36](=[O:38])[O-:37])=S.[CH3:39][N:40]([CH3:43])[CH:41]=[O:42].[CH2:44](N(C(C)C)C(C)C)C. Product: [Br:12][C:9]1[CH:10]=[C:11]2[C:6]([CH2:5][C:4]([CH3:13])([CH3:14])[CH2:3][C:2]32[CH2:15][C:41](=[O:42])[N:40]([CH3:43])[C:39]([NH:35][C:36](=[O:37])[O:38][C:26]([CH3:25])([CH3:27])[CH3:44])=[N:1]3)=[CH:7][CH:8]=1. The catalyst class is: 6. (6) Reactant: [NH2:1][C:2]1[CH:30]=[CH:29][C:5]2[NH:6][C:7]([C:12]3[C:13](=[O:28])[N:14]([CH2:23][CH2:24][CH:25]([CH3:27])[CH3:26])[C:15]4[C:20]([C:21]=3[OH:22])=[CH:19][CH:18]=[CH:17][N:16]=4)=[N:8][S:9](=[O:11])(=[O:10])[C:4]=2[CH:3]=1.[CH2:31]([S:33](Cl)(=[O:35])=[O:34])[CH3:32]. Product: [OH:22][C:21]1[C:20]2[C:15](=[N:16][CH:17]=[CH:18][CH:19]=2)[N:14]([CH2:23][CH2:24][CH:25]([CH3:27])[CH3:26])[C:13](=[O:28])[C:12]=1[C:7]1[NH:6][C:5]2[CH:29]=[CH:30][C:2]([NH:1][S:33]([CH2:31][CH3:32])(=[O:35])=[O:34])=[CH:3][C:4]=2[S:9](=[O:11])(=[O:10])[N:8]=1. The catalyst class is: 17.